Task: Predict the product of the given reaction.. Dataset: Forward reaction prediction with 1.9M reactions from USPTO patents (1976-2016) (1) Given the reactants [Cl:1][C:2]1[CH:7]=[CH:6][C:5]([C:8]2[N:12]([CH2:13][C:14]3[CH:15]=[C:16]([CH:19]=[CH:20][CH:21]=3)[C:17]#[N:18])[C:11]3[CH:22]=[C:23]([F:27])[C:24]([F:26])=[CH:25][C:10]=3[N:9]=2)=[C:4]([OH:28])[CH:3]=1.Br[CH2:30][CH:31]1[CH2:35][CH2:34][CH2:33][CH2:32]1, predict the reaction product. The product is: [Cl:1][C:2]1[CH:7]=[CH:6][C:5]([C:8]2[N:12]([CH2:13][C:14]3[CH:15]=[C:16]([CH:19]=[CH:20][CH:21]=3)[C:17]#[N:18])[C:11]3[CH:22]=[C:23]([F:27])[C:24]([F:26])=[CH:25][C:10]=3[N:9]=2)=[C:4]([O:28][CH2:30][CH:31]2[CH2:35][CH2:34][CH2:33][CH2:32]2)[CH:3]=1. (2) Given the reactants [CH3:1][O:2][CH2:3][CH2:4][CH2:5][C:6]([O:8][CH3:9])=[O:7].[Li+].C[Si]([N-][Si](C)(C)C)(C)C.Cl[Si](C)(C)C.BrN1C(=O)CCC1=O.C(=O)([O-])[O-].[K+].[K+].[NH:39]1[CH:43]=[CH:42][CH:41]=[N:40]1, predict the reaction product. The product is: [CH3:1][O:2][CH2:3][CH2:4][CH:5]([N:39]1[CH:43]=[CH:42][CH:41]=[N:40]1)[C:6]([O:8][CH3:9])=[O:7]. (3) Given the reactants [NH2:1][CH2:2][CH2:3][S:4][S:5][CH2:6][CH2:7][NH:8][C:9](=[O:15])[O:10][C:11]([CH3:14])([CH3:13])[CH3:12].[Cl:16][C:17]1[CH:37]=[CH:36][C:20]([C:21]([C:23]2[CH:35]=[CH:34][C:26]([O:27][C:28]([CH3:33])([CH3:32])[C:29](O)=[O:30])=[CH:25][CH:24]=2)=[O:22])=[CH:19][CH:18]=1.CCN=C=NCCCN(C)C, predict the reaction product. The product is: [Cl:16][C:17]1[CH:37]=[CH:36][C:20]([C:21]([C:23]2[CH:35]=[CH:34][C:26]([O:27][C:28]([CH3:33])([CH3:32])[C:29]([NH:1][CH2:2][CH2:3][S:4][S:5][CH2:6][CH2:7][NH:8][C:9](=[O:15])[O:10][C:11]([CH3:12])([CH3:14])[CH3:13])=[O:30])=[CH:25][CH:24]=2)=[O:22])=[CH:19][CH:18]=1. (4) Given the reactants [Cl:1][C:2]1[CH:3]=[CH:4][C:5]([O:22][CH2:23][C:24]2[CH:29]=[CH:28][CH:27]=[CH:26][CH:25]=2)=[C:6]([CH2:8][N:9]2[CH:13]=[CH:12][C:11]([NH:14][C:15](=[O:21])[CH2:16][NH:17][CH2:18][CH2:19]O)=[N:10]2)[CH:7]=1.C1(P(C2C=CC=CC=2)C2C=CC=CC=2)C=CC=CC=1.Cl.O1CCOCC1, predict the reaction product. The product is: [Cl:1][C:2]1[CH:3]=[CH:4][C:5]([O:22][CH2:23][C:24]2[CH:25]=[CH:26][CH:27]=[CH:28][CH:29]=2)=[C:6]([CH2:8][N:9]2[CH:13]=[CH:12][C:11]([N:14]3[CH2:19][CH2:18][NH:17][CH2:16][C:15]3=[O:21])=[N:10]2)[CH:7]=1.